This data is from Forward reaction prediction with 1.9M reactions from USPTO patents (1976-2016). The task is: Predict the product of the given reaction. (1) The product is: [C:4]([C:2](=[CH2:3])[C:1]([O:15][CH3:13])=[O:26])#[N:5].[C:14]12([C:13]([O:16][C:8]([CH3:9])([CH3:10])[CH3:11])=[O:15])[CH2:23][CH:20]([CH2:19][CH2:18]1)[CH:21]=[CH:22]2. Given the reactants [CH3:1][C:2](N=N[C:8]([C:11]#N)([CH3:10])[CH3:9])([C:4]#[N:5])[CH3:3].[C:13]([OH:16])(=[O:15])[CH3:14].C[CH2:18][CH2:19][CH2:20][CH2:21][CH3:22].[CH2:23]1C[O:26]CC1, predict the reaction product. (2) Given the reactants [CH:1]1([NH:7][C:8](=[O:10])[OH:9])[CH2:6][CH2:5][CH2:4][CH2:3][CH2:2]1.[Na].[F:12][CH:13]([F:19])[CH2:14][S:15]([O-:18])(=[O:17])=[O:16].[Cl-].[C:21]1([S+:27]([C:34]2[CH:39]=[CH:38][CH:37]=[CH:36][CH:35]=2)[C:28]2[CH:33]=[CH:32][CH:31]=[CH:30][CH:29]=2)[CH:26]=[CH:25][CH:24]=[CH:23][CH:22]=1.O, predict the reaction product. The product is: [CH:1]1([NH:7][C:8](=[O:9])[OH:10])[CH2:6][CH2:5][CH2:4][CH2:3][CH2:2]1.[C:34]1([S+:27]([C:21]2[CH:22]=[CH:23][CH:24]=[CH:25][CH:26]=2)[C:28]2[CH:33]=[CH:32][CH:31]=[CH:30][CH:29]=2)[CH:35]=[CH:36][CH:37]=[CH:38][CH:39]=1.[F:12][CH:13]([F:19])[CH2:14][S:15]([O-:18])(=[O:17])=[O:16]. (3) Given the reactants [O:1]1[C:8]2[CH:7]=[C:6]([C:9]([O-:11])=[O:10])[NH:5][C:4]=2[CH:3]=[CH:2]1.[Na+].[N:13]1([C:17](=[O:20])[CH2:18]Cl)[CH2:16][CH2:15][CH2:14]1, predict the reaction product. The product is: [O:1]1[C:8]2[CH:7]=[C:6]([C:9]([O:11][CH2:18][C:17]([N:13]3[CH2:16][CH2:15][CH2:14]3)=[O:20])=[O:10])[NH:5][C:4]=2[CH:3]=[CH:2]1. (4) Given the reactants [Br:1]Br.[CH2:3]([O:10][C:11]1[CH:12]=[CH:13][CH:14]=[C:15]2[C:20]=1[NH:19][C:18](=[O:21])[C:17]([CH3:22])=[CH:16]2)[C:4]1[CH:9]=[CH:8][CH:7]=[CH:6][CH:5]=1.C([O-])(=O)C.[Na+], predict the reaction product. The product is: [CH2:3]([O:10][C:11]1[CH:12]=[CH:13][C:14]([Br:1])=[C:15]2[C:20]=1[NH:19][C:18](=[O:21])[C:17]([CH3:22])=[CH:16]2)[C:4]1[CH:5]=[CH:6][CH:7]=[CH:8][CH:9]=1.